This data is from Full USPTO retrosynthesis dataset with 1.9M reactions from patents (1976-2016). The task is: Predict the reactants needed to synthesize the given product. (1) Given the product [C:1]([O:4][CH2:5]/[C:6](/[C:16]1[CH:17]=[CH:18][C:19]([S:22]([CH3:25])(=[O:24])=[O:23])=[CH:20][CH:21]=1)=[C:7](/[C:10]1[CH:15]=[CH:14][CH:13]=[CH:12][CH:11]=1)\[C:8]([OH:28])=[O:9])(=[O:3])[CH3:2], predict the reactants needed to synthesize it. The reactants are: [C:1]([O:4][CH2:5]/[C:6](/[C:16]1[CH:21]=[CH:20][C:19]([S:22]([CH3:25])(=[O:24])=[O:23])=[CH:18][CH:17]=1)=[C:7](/[C:10]1[CH:15]=[CH:14][CH:13]=[CH:12][CH:11]=1)\[CH2:8][OH:9])(=[O:3])[CH3:2].CC(OI1(OC(C)=O)(OC(C)=O)OC(=O)C2C=CC=CC1=2)=[O:28].CC(=CC)C.P(=O)(O)(O)O.[O-]Cl=O.[Na+]. (2) Given the product [Br:17][C:18]1[CH:19]=[C:20]2[N:35]([O:5][CH:6]([C:8]3[C:13]([Cl:14])=[CH:12][CH:11]=[C:10]([F:15])[C:9]=3[Cl:16])[CH3:7])[CH:25]=[CH:24][C:21]2=[N:22][CH:23]=1, predict the reactants needed to synthesize it. The reactants are: CS([O:5][CH:6]([C:8]1[C:13]([Cl:14])=[CH:12][CH:11]=[C:10]([F:15])[C:9]=1[Cl:16])[CH3:7])(=O)=O.[Br:17][C:18]1[CH:19]=[C:20]([N+:35]([O-])=O)[C:21]([CH:24](C(OCC)=O)[C:25](OCC)=O)=[N:22][CH:23]=1.C([O-])([O-])=O.[K+].[K+]. (3) Given the product [NH2:41][C:36]1[CH:37]=[CH:38][CH:39]=[CH:40][C:35]=1[NH:42][C:4]([C:6]1[S:10][C:9]2[CH:11]=[C:12]([CH2:15][N:29]=[N+:30]=[N-:31])[CH:13]=[CH:14][C:8]=2[CH:7]=1)=[O:5], predict the reactants needed to synthesize it. The reactants are: C(O[C:4]([C:6]1[S:10][C:9]2[CH:11]=[C:12]([CH2:15]O)[CH:13]=[CH:14][C:8]=2[CH:7]=1)=[O:5])C.CCN(CC)CC.S(Cl)(C)(=O)=O.[N-:29]=[N+:30]=[N-:31].[Na+].[Li+].[OH-].[C:35]1([NH2:42])[CH:40]=[CH:39][CH:38]=[CH:37][C:36]=1[NH2:41].C(Cl)CCl.C1C=CC2N(O)N=NC=2C=1. (4) Given the product [CH2:45]([N:44]([CH2:47][CH3:48])[CH2:42][CH2:41][O:10][C:8]1[CH:7]=[CH:6][C:36]([CH2:37][CH2:32][CH2:31][NH:3][C:4]2[CH:9]=[C:8]([O:10][CH3:11])[C:7]([O:12][CH3:13])=[CH:6][C:5]=2[CH:14]2[CH2:23][CH2:22][C:21]3[CH:20]=[C:19]([OH:24])[CH:18]=[CH:17][C:16]=3[CH2:15]2)=[CH:35][CH:34]=1)[CH3:46], predict the reactants needed to synthesize it. The reactants are: C([N:3]([C:31](=O)[C:32]1[CH:37]=[CH:36][C:35](O)=[CH:34]C=1)[C:4]1[CH:9]=[C:8]([O:10][CH3:11])[C:7]([O:12][CH3:13])=[CH:6][C:5]=1[CH:14]1[CH2:23][CH2:22][C:21]2[CH:20]=[C:19]([O:24]C(=O)C(C)(C)C)[CH:18]=[CH:17][C:16]=2[CH2:15]1)C.Cl[CH2:41][C:42]([N:44]([CH2:47][CH3:48])[CH2:45][CH3:46])=O. (5) Given the product [F:1][C:2]1[C:3]([C:13]2[CH:18]=[CH:17][CH:16]=[CH:15][C:14]=2[F:19])=[N:4][C:5]2[C:10]([C:11]=1[NH:26][C:27]1[CH:32]=[CH:31][N:30]=[CH:29][CH:28]=1)=[CH:9][CH:8]=[CH:7][CH:6]=2, predict the reactants needed to synthesize it. The reactants are: [F:1][C:2]1[C:3]([C:13]2[CH:18]=[CH:17][CH:16]=[CH:15][C:14]=2[F:19])=[N:4][C:5]2[C:10]([C:11]=1I)=[CH:9][CH:8]=[CH:7][CH:6]=2.CC(C)([O-])C.[Na+].[NH2:26][C:27]1[CH:32]=[CH:31][N:30]=[CH:29][CH:28]=1. (6) Given the product [CH3:17][S:18][CH2:2][CH2:3][CH2:4][CH2:5][CH2:6][CH2:7][CH2:8][CH2:9][CH2:10][CH2:11][CH2:12][C:13]([O:15][CH3:16])=[O:14], predict the reactants needed to synthesize it. The reactants are: Br[CH2:2][CH2:3][CH2:4][CH2:5][CH2:6][CH2:7][CH2:8][CH2:9][CH2:10][CH2:11][CH2:12][C:13]([O:15][CH3:16])=[O:14].[CH3:17][S-:18].[Na+]. (7) Given the product [CH3:5][N:6]([CH3:24])[C:7]1[CH:23]=[CH:22][C:10]([C:11]([C:13]2[CH:18]=[CH:17][C:16]([N:19]([CH3:21])[CH3:20])=[CH:15][CH:14]=2)=[CH:1][CH3:2])=[CH:9][CH:8]=1, predict the reactants needed to synthesize it. The reactants are: [CH2:1]([Mg]Br)[CH3:2].[CH3:5][N:6]([CH3:24])[C:7]1[CH:23]=[CH:22][C:10]([C:11]([C:13]2[CH:18]=[CH:17][C:16]([N:19]([CH3:21])[CH3:20])=[CH:15][CH:14]=2)=O)=[CH:9][CH:8]=1.[Cl-].[NH4+].